From a dataset of Retrosynthesis with 50K atom-mapped reactions and 10 reaction types from USPTO. Predict the reactants needed to synthesize the given product. Given the product COc1cc(C(=O)NC2CCCN(C)CC2)ccc1Nc1ncc2c(n1)N(C1CCCC1)CC(F)(F)C(=O)N2C, predict the reactants needed to synthesize it. The reactants are: CI.COc1cc(C(=O)NC2CCCNCC2)ccc1Nc1ncc2c(n1)N(C1CCCC1)CC(F)(F)C(=O)N2C.